This data is from Catalyst prediction with 721,799 reactions and 888 catalyst types from USPTO. The task is: Predict which catalyst facilitates the given reaction. (1) Reactant: C([O:4][CH2:5][C:6]([NH:8][CH2:9][CH2:10][C:11]1[CH:15]=[C:14]([C:16]2[CH:21]=[CH:20][C:19]([S:22]([CH3:25])(=[O:24])=[O:23])=[CH:18][CH:17]=2)[N:13]([C:26]2[CH:31]=[CH:30][CH:29]=[CH:28][CH:27]=2)[C:12]=1[CH3:32])=[O:7])(=O)C.C([O-])([O-])=O.[K+].[K+]. Product: [OH:4][CH2:5][C:6]([NH:8][CH2:9][CH2:10][C:11]1[CH:15]=[C:14]([C:16]2[CH:21]=[CH:20][C:19]([S:22]([CH3:25])(=[O:24])=[O:23])=[CH:18][CH:17]=2)[N:13]([C:26]2[CH:27]=[CH:28][CH:29]=[CH:30][CH:31]=2)[C:12]=1[CH3:32])=[O:7]. The catalyst class is: 24. (2) Reactant: Br[C:2]1[C:3]([F:8])=[N:4][CH:5]=[CH:6][CH:7]=1.CC1(C)C(C)(C)OB([C:17]2[CH:22]=[CH:21][N:20]=[CH:19][CH:18]=2)O1.C(=O)([O-])[O-].[Cs+].[Cs+]. Product: [F:8][C:3]1[C:2]([C:17]2[CH:22]=[CH:21][N:20]=[CH:19][CH:18]=2)=[CH:7][CH:6]=[CH:5][N:4]=1. The catalyst class is: 600. (3) Reactant: [Cl:1][C:2]1[CH:3]=[C:4]([CH:22]=[CH:23][C:24]=1[Cl:25])[CH2:5][C:6]1[N:7]=[C:8]([N:16]2[CH2:21][CH2:20][O:19][CH2:18][CH2:17]2)[S:9][C:10]=1[C:11](OCC)=[O:12].[H-].[H-].[H-].[H-].[Li+].[Al+3]. Product: [Cl:1][C:2]1[CH:3]=[C:4]([CH:22]=[CH:23][C:24]=1[Cl:25])[CH2:5][C:6]1[N:7]=[C:8]([N:16]2[CH2:17][CH2:18][O:19][CH2:20][CH2:21]2)[S:9][C:10]=1[CH2:11][OH:12]. The catalyst class is: 1.